From a dataset of Forward reaction prediction with 1.9M reactions from USPTO patents (1976-2016). Predict the product of the given reaction. (1) The product is: [CH3:14][C:4]1[CH:3]=[C:2]([C:20]#[C:19][Si:16]([CH3:18])([CH3:17])[CH3:15])[CH:13]=[CH:12][C:5]=1[CH2:6][O:7][SiH2:8][CH3:11]. Given the reactants Br[C:2]1[CH:13]=[CH:12][C:5]([CH2:6][O:7][Si:8]([CH3:11])(C)C)=[C:4]([CH3:14])[CH:3]=1.[CH3:15][Si:16]([C:19]#[CH:20])([CH3:18])[CH3:17], predict the reaction product. (2) Given the reactants C([NH:8][C@H:9]([C:13](O)=O)[CH2:10][O:11][CH3:12])(OC(C)(C)C)=O.[NH2:16][C:17]1[CH:18]=[C:19]([C:24]2[CH:29]=[CH:28][C:27]([C:30]#[N:31])=[CH:26][CH:25]=2)[CH:20]=[CH:21][C:22]=1[NH2:23], predict the reaction product. The product is: [NH2:8][C@H:9]([C:13]1[NH:23][C:22]2[CH:21]=[CH:20][C:19]([C:24]3[CH:25]=[CH:26][C:27]([C:30]#[N:31])=[CH:28][CH:29]=3)=[CH:18][C:17]=2[N:16]=1)[CH2:10][O:11][CH3:12]. (3) The product is: [Cl:29][C:25]1[C:21]([C:22]([OH:24])=[O:23])=[CH:20][N:19]=[C:18]([C:17]([F:16])([F:27])[F:28])[CH:26]=1. Given the reactants CC1(C)CCCC(C)(C)N1.C([Li])CCC.[F:16][C:17]([F:28])([F:27])[C:18]1[CH:26]=[CH:25][C:21]([C:22]([OH:24])=[O:23])=[CH:20][N:19]=1.[Cl:29]C(Cl)(Cl)C(Cl)(Cl)Cl.[Cl-].[NH4+], predict the reaction product. (4) Given the reactants [CH:1]([C:4]1[CH:9]=[CH:8][C:7]([CH:10]2[C:14]3[C:15]([CH3:29])=[C:16]([NH:21][C:22](=[O:28])[CH2:23][C:24]([CH3:27])([CH3:26])[CH3:25])[C:17]([CH3:20])=[C:18]([CH3:19])[C:13]=3[O:12][CH2:11]2)=[CH:6][C:5]=1[O:30]C)([CH3:3])[CH3:2].B(Br)(Br)Br.O, predict the reaction product. The product is: [OH:30][C:5]1[CH:6]=[C:7]([CH:10]2[C:14]3[C:15]([CH3:29])=[C:16]([NH:21][C:22](=[O:28])[CH2:23][C:24]([CH3:27])([CH3:26])[CH3:25])[C:17]([CH3:20])=[C:18]([CH3:19])[C:13]=3[O:12][CH2:11]2)[CH:8]=[CH:9][C:4]=1[CH:1]([CH3:3])[CH3:2]. (5) Given the reactants [C:1](=[O:21])(OC1C=CC([N+]([O-])=O)=CC=1)[O:2][C@@H:3]1[CH:8]2[CH2:9][CH2:10][N:5]([CH2:6][CH2:7]2)[CH2:4]1.[C:22]1([C@H:28]2[C:37]3[C:32](=[CH:33][CH:34]=[CH:35][CH:36]=3)[CH2:31][CH2:30][NH:29]2)[CH:27]=[CH:26][CH:25]=[CH:24][CH:23]=1, predict the reaction product. The product is: [N:5]12[CH2:6][CH2:7][CH:8]([CH2:9][CH2:10]1)[C@@H:3]([O:2][C:1]([N:29]1[CH2:30][CH2:31][C:32]3[C:37](=[CH:36][CH:35]=[CH:34][CH:33]=3)[C@@H:28]1[C:22]1[CH:23]=[CH:24][CH:25]=[CH:26][CH:27]=1)=[O:21])[CH2:4]2. (6) Given the reactants [S:1]1[CH:5]=[CH:4][N:3]=[C:2]1[CH:6]([CH3:12])[C:7]([O:9]CC)=[O:8].[OH-].[Na+], predict the reaction product. The product is: [S:1]1[CH:5]=[CH:4][N:3]=[C:2]1[CH:6]([CH3:12])[C:7]([OH:9])=[O:8]. (7) Given the reactants [C:1]([C:3]1[CH:4]=[C:5]([CH:10]([CH2:30][C:31]2[CH:36]=[CH:35][C:34]([OH:37])=[CH:33][CH:32]=2)[CH:11]([NH:13][C:14](=[O:29])[C:15]([O:18][C:19]2[CH:24]=[CH:23][C:22]([C:25]([F:28])([F:27])[F:26])=[CH:21][N:20]=2)([CH3:17])[CH3:16])[CH3:12])[CH:6]=[C:7]([F:9])[CH:8]=1)#[N:2].C(=O)([O-])[O-].[Cs+].[Cs+].CS(O[CH2:49][CH2:50][F:51])(=O)=O, predict the reaction product. The product is: [C:1]([C:3]1[CH:4]=[C:5]([CH:10]([CH2:30][C:31]2[CH:36]=[CH:35][C:34]([O:37][CH2:49][CH2:50][F:51])=[CH:33][CH:32]=2)[CH:11]([NH:13][C:14](=[O:29])[C:15]([O:18][C:19]2[CH:24]=[CH:23][C:22]([C:25]([F:28])([F:27])[F:26])=[CH:21][N:20]=2)([CH3:17])[CH3:16])[CH3:12])[CH:6]=[C:7]([F:9])[CH:8]=1)#[N:2]. (8) Given the reactants [Cl:1][C:2]1[CH:3]=[C:4]2[C:9](=[CH:10][C:11]=1[C:12](O)=[O:13])[N:8]=[CH:7][N:6]=[C:5]2[NH:15][CH:16]([C:18]1[NH:22][C:21]2[CH:23]=[CH:24][C:25]([Cl:27])=[CH:26][C:20]=2[N:19]=1)[CH3:17].FC1C(OC(N(C)C)=[N+](C)C)=C(F)C(F)=C(F)C=1F.F[P-](F)(F)(F)(F)F.C(N(C(C)C)CC)(C)C.[C:63]1([NH:69][CH2:70][C@@H:71]2[CH2:75][CH2:74][CH2:73][NH:72]2)[CH:68]=[CH:67][CH:66]=[CH:65][CH:64]=1, predict the reaction product. The product is: [Cl:1][C:2]1[CH:3]=[C:4]2[C:9](=[CH:10][C:11]=1[C:12]([N:72]1[CH2:73][CH2:74][CH2:75][C@H:71]1[CH2:70][NH:69][C:63]1[CH:68]=[CH:67][CH:66]=[CH:65][CH:64]=1)=[O:13])[N:8]=[CH:7][N:6]=[C:5]2[NH:15][CH:16]([C:18]1[NH:22][C:21]2[CH:23]=[CH:24][C:25]([Cl:27])=[CH:26][C:20]=2[N:19]=1)[CH3:17]. (9) Given the reactants [NH2:1][C:2]1[S:6][C:5]([C:7]([CH3:10])([CH3:9])[CH3:8])=[N:4][C:3]=1[C:11]([O:13]CC)=[O:12].O1CCOCC1.[OH-].[Na+].Cl, predict the reaction product. The product is: [NH2:1][C:2]1[S:6][C:5]([C:7]([CH3:8])([CH3:9])[CH3:10])=[N:4][C:3]=1[C:11]([OH:13])=[O:12]. (10) The product is: [CH3:51][O:50][C:44]1[CH:45]=[C:46]([O:48][CH3:49])[N:47]=[C:42]([N:24]2[CH2:25][CH:19]3[CH:23]2[CH2:22][N:21]([C:26]([C:28]2[C:37]4[C:32](=[CH:33][CH:34]=[CH:35][CH:36]=4)[CH:31]=[CH:30][C:29]=2[O:38][CH2:39][CH3:40])=[O:27])[CH2:20]3)[N:43]=1. Given the reactants C12N(C3C=NC4C(=CC=CC=4)N=3)CC1CCNC2.[CH:19]12[CH2:25][NH:24][CH:23]1[CH2:22][N:21]([C:26]([C:28]1[C:37]3[C:32](=[CH:33][CH:34]=[CH:35][CH:36]=3)[CH:31]=[CH:30][C:29]=1[O:38][CH2:39][CH3:40])=[O:27])[CH2:20]2.Cl[C:42]1[N:47]=[C:46]([O:48][CH3:49])[CH:45]=[C:44]([O:50][CH3:51])[N:43]=1, predict the reaction product.